Dataset: Peptide-MHC class I binding affinity with 185,985 pairs from IEDB/IMGT. Task: Regression. Given a peptide amino acid sequence and an MHC pseudo amino acid sequence, predict their binding affinity value. This is MHC class I binding data. (1) The peptide sequence is YRTLGVFRY. The MHC is HLA-B57:01 with pseudo-sequence HLA-B57:01. The binding affinity (normalized) is 0.0847. (2) The peptide sequence is ILLECFVRSS. The MHC is H-2-Kb with pseudo-sequence H-2-Kb. The binding affinity (normalized) is 0.0188. (3) The peptide sequence is QYSPHSFMA. The MHC is HLA-A03:01 with pseudo-sequence HLA-A03:01. The binding affinity (normalized) is 0.0847. (4) The peptide sequence is MKRVKDDGEW. The MHC is Mamu-B17 with pseudo-sequence Mamu-B17. The binding affinity (normalized) is 0.793.